From a dataset of CYP1A2 inhibition data for predicting drug metabolism from PubChem BioAssay. Regression/Classification. Given a drug SMILES string, predict its absorption, distribution, metabolism, or excretion properties. Task type varies by dataset: regression for continuous measurements (e.g., permeability, clearance, half-life) or binary classification for categorical outcomes (e.g., BBB penetration, CYP inhibition). Dataset: cyp1a2_veith. The compound is C=Cc1c(C)c2cc3nc(cc4[nH]c(cc5nc(cc1[nH]2)C(C)=C5CCC(=O)O)c(CCC(=O)OC)c4C)[C@@]1(C)C3=CC=C(C(=O)OC)[C@H]1C(=O)OC.C=Cc1c(C)c2cc3nc(cc4[nH]c(cc5nc(cc1[nH]2)C(C)=C5CCC(=O)OC)c(CCC(=O)O)c4C)[C@@]1(C)C3=CC=C(C(=O)OC)[C@H]1C(=O)OC. The result is 1 (inhibitor).